From a dataset of Forward reaction prediction with 1.9M reactions from USPTO patents (1976-2016). Predict the product of the given reaction. (1) Given the reactants Br[C:2]1[CH:3]=[CH:4][C:5]([O:10][C:11]([F:14])([F:13])[F:12])=[C:6]([CH:9]=1)[CH:7]=[O:8].[O:15]1[CH2:20]COC[CH2:16]1.COC[B-](F)(F)F.[K+].C(=O)([O-])[O-].[Cs+].[Cs+], predict the reaction product. The product is: [CH3:16][O:15][CH2:20][C:2]1[CH:3]=[CH:4][C:5]([O:10][C:11]([F:14])([F:13])[F:12])=[C:6]([CH:9]=1)[CH:7]=[O:8]. (2) The product is: [C:1]([O:5][C:6]([CH2:8][N:9]1[CH2:20][CH2:19][N:18]([CH2:38][C:39]([NH:41][CH2:42][C:43]2[CH:44]=[CH:45][C:46]([C:49]([CH3:52])([CH3:51])[CH3:50])=[CH:47][CH:48]=2)=[O:40])[CH2:17][CH2:16][N:15]([CH2:21][C:22]([O:24][C:25]([CH3:26])([CH3:27])[CH3:28])=[O:23])[CH2:14][CH2:13][N:12]([CH2:29][C:30]([O:32][C:33]([CH3:36])([CH3:35])[CH3:34])=[O:31])[CH2:11][CH2:10]1)=[O:7])([CH3:4])([CH3:2])[CH3:3]. Given the reactants [C:1]([O:5][C:6]([CH2:8][N:9]1[CH2:20][CH2:19][NH:18][CH2:17][CH2:16][N:15]([CH2:21][C:22]([O:24][C:25]([CH3:28])([CH3:27])[CH3:26])=[O:23])[CH2:14][CH2:13][N:12]([CH2:29][C:30]([O:32][C:33]([CH3:36])([CH3:35])[CH3:34])=[O:31])[CH2:11][CH2:10]1)=[O:7])([CH3:4])([CH3:3])[CH3:2].Cl[CH2:38][C:39]([NH:41][CH2:42][C:43]1[CH:48]=[CH:47][C:46]([C:49]([CH3:52])([CH3:51])[CH3:50])=[CH:45][CH:44]=1)=[O:40].C(=O)([O-])[O-].[K+].[K+], predict the reaction product. (3) Given the reactants [CH:1]1([NH:4][C:5]([C:7]2[CH:8]=[CH:9][C:10]([CH3:31])=[C:11]([NH:13][C:14](=[O:30])[C:15]3[CH:20]=[CH:19][C:18]([O:21][CH2:22][C:23]4[CH:28]=[CH:27][CH:26]=[CH:25][N:24]=4)=[C:17]([F:29])[CH:16]=3)[CH:12]=2)=[O:6])[CH2:3][CH2:2]1.[ClH:32], predict the reaction product. The product is: [ClH:32].[CH:1]1([NH:4][C:5]([C:7]2[CH:8]=[CH:9][C:10]([CH3:31])=[C:11]([NH:13][C:14](=[O:30])[C:15]3[CH:20]=[CH:19][C:18]([O:21][CH2:22][C:23]4[CH:28]=[CH:27][CH:26]=[CH:25][N:24]=4)=[C:17]([F:29])[CH:16]=3)[CH:12]=2)=[O:6])[CH2:2][CH2:3]1. (4) Given the reactants [N:1]1[C:9]([NH2:10])=[C:8]2[C:4]([N:5]=[CH:6][NH:7]2)=[N:3][CH:2]=1.C1(=O)O[CH2:14][CH2:13][O:12]1.[OH-].[Na+].C1(C)C=CC=CC=1, predict the reaction product. The product is: [OH:12][CH2:13][CH2:14][N:5]1[CH:6]=[N:7][C:8]2[C:4]1=[N:3][CH:2]=[N:1][C:9]=2[NH2:10].